This data is from NCI-60 drug combinations with 297,098 pairs across 59 cell lines. The task is: Regression. Given two drug SMILES strings and cell line genomic features, predict the synergy score measuring deviation from expected non-interaction effect. (1) Drug 1: CC1CCC2CC(C(=CC=CC=CC(CC(C(=O)C(C(C(=CC(C(=O)CC(OC(=O)C3CCCCN3C(=O)C(=O)C1(O2)O)C(C)CC4CCC(C(C4)OC)OCCO)C)C)O)OC)C)C)C)OC. Drug 2: CC1=C(C(=O)C2=C(C1=O)N3CC4C(C3(C2COC(=O)N)OC)N4)N. Cell line: M14. Synergy scores: CSS=57.6, Synergy_ZIP=-6.53, Synergy_Bliss=-7.88, Synergy_Loewe=-5.00, Synergy_HSA=-2.88. (2) Drug 1: C1CCC(CC1)NC(=O)N(CCCl)N=O. Drug 2: C1=CC(=CC=C1CCCC(=O)O)N(CCCl)CCCl. Cell line: IGROV1. Synergy scores: CSS=45.6, Synergy_ZIP=1.52, Synergy_Bliss=5.01, Synergy_Loewe=7.70, Synergy_HSA=9.75. (3) Drug 1: CC12CCC(CC1=CCC3C2CCC4(C3CC=C4C5=CN=CC=C5)C)O. Drug 2: C1=NC2=C(N1)C(=S)N=CN2. Cell line: HS 578T. Synergy scores: CSS=-1.14, Synergy_ZIP=-9.53, Synergy_Bliss=-23.0, Synergy_Loewe=-37.4, Synergy_HSA=-24.7.